This data is from Forward reaction prediction with 1.9M reactions from USPTO patents (1976-2016). The task is: Predict the product of the given reaction. The product is: [CH2:19]([NH:26][C:2]1[CH:3]=[C:4]([CH:16]=[CH:17][CH:18]=1)[CH2:5][C:6]1([C:9]([O:11][C:12]([CH3:15])([CH3:14])[CH3:13])=[O:10])[CH2:8][CH2:7]1)[C:20]1[CH:25]=[CH:24][CH:23]=[CH:22][CH:21]=1. Given the reactants Br[C:2]1[CH:3]=[C:4]([CH:16]=[CH:17][CH:18]=1)[CH2:5][C:6]1([C:9]([O:11][C:12]([CH3:15])([CH3:14])[CH3:13])=[O:10])[CH2:8][CH2:7]1.[CH2:19]([NH2:26])[C:20]1[CH:25]=[CH:24][CH:23]=[CH:22][CH:21]=1.CC(C)([O-])C.[Na+].C1(P(C2C=CC=CC=2)C2C=CC3C(=CC=CC=3)C=2C2C3C(=CC=CC=3)C=CC=2P(C2C=CC=CC=2)C2C=CC=CC=2)C=CC=CC=1, predict the reaction product.